Dataset: Full USPTO retrosynthesis dataset with 1.9M reactions from patents (1976-2016). Task: Predict the reactants needed to synthesize the given product. (1) Given the product [CH3:24][C:21]1[N:20]=[N:19][C:18]([O:14][CH2:13][C:3]2[C:4]([C:7]3[CH:12]=[CH:11][CH:10]=[CH:9][CH:8]=3)=[N:5][O:6][C:2]=2[CH3:1])=[CH:23][CH:22]=1, predict the reactants needed to synthesize it. The reactants are: [CH3:1][C:2]1[O:6][N:5]=[C:4]([C:7]2[CH:12]=[CH:11][CH:10]=[CH:9][CH:8]=2)[C:3]=1[CH2:13][OH:14].[H-].[Na+].Cl[C:18]1[N:19]=[N:20][C:21]([CH3:24])=[CH:22][CH:23]=1.O. (2) Given the product [O:13]1[CH2:18][CH2:17][O:16][CH2:15][CH:14]1[CH2:19][O:20][C:2]1[CH:12]=[CH:11][C:5]([C:6]([OH:8])=[O:7])=[CH:4][N:3]=1, predict the reactants needed to synthesize it. The reactants are: Cl[C:2]1[CH:12]=[CH:11][C:5]([C:6]([O:8]CC)=[O:7])=[CH:4][N:3]=1.[O:13]1[CH2:18][CH2:17][O:16][CH2:15][CH:14]1[CH2:19][OH:20].[OH-].[Li+]. (3) The reactants are: [N+:1]([C:4]1[CH:11]=[CH:10][C:7]([CH2:8][NH2:9])=[CH:6][CH:5]=1)([O-:3])=[O:2].C([O:16][C:17]([C:19]1[CH:24]=[CH:23][CH:22]=[CH:21][C:20]=1[C:25]1[CH:30]=[CH:29][C:28]([CH2:31][N:32]2[C:40]3[C:35](=[CH:36][C:37]([C:41](O)=[O:42])=[CH:38][CH:39]=3)[C:34]([CH3:44])=[C:33]2[CH3:45])=[CH:27][CH:26]=1)=[O:18])(C)(C)C. Given the product [CH3:45][C:33]1[N:32]([CH2:31][C:28]2[CH:29]=[CH:30][C:25]([C:20]3[C:19]([C:17]([OH:18])=[O:16])=[CH:24][CH:23]=[CH:22][CH:21]=3)=[CH:26][CH:27]=2)[C:40]2[C:35]([C:34]=1[CH3:44])=[CH:36][C:37]([C:41](=[O:42])[NH:9][CH2:8][C:7]1[CH:6]=[CH:5][C:4]([N+:1]([O-:3])=[O:2])=[CH:11][CH:10]=1)=[CH:38][CH:39]=2, predict the reactants needed to synthesize it. (4) Given the product [OH:23][C:24]1[CH:32]=[CH:31][C:27]([C:28]([NH:22][C:20]2[CH:19]=[N:18][N:17]([C:14]3[CH:15]=[CH:16][C:11]([O:10][CH2:9][CH2:8][CH2:7][N:3]4[CH2:4][CH2:5][CH2:6][C@H:2]4[CH3:1])=[CH:12][CH:13]=3)[CH:21]=2)=[O:29])=[CH:26][CH:25]=1, predict the reactants needed to synthesize it. The reactants are: [CH3:1][C@@H:2]1[CH2:6][CH2:5][CH2:4][N:3]1[CH2:7][CH2:8][CH2:9][O:10][C:11]1[CH:16]=[CH:15][C:14]([N:17]2[CH:21]=[C:20]([NH2:22])[CH:19]=[N:18]2)=[CH:13][CH:12]=1.[OH:23][C:24]1[CH:32]=[CH:31][C:27]([C:28](O)=[O:29])=[CH:26][CH:25]=1.O.ON1C2C=CC=CC=2N=N1.Cl.CN(C)CCCN=C=NCC. (5) Given the product [C:12]([C:6]1[C:5](=[O:9])[N:4]([CH3:10])[C:3](=[O:11])[N:2]([CH3:1])[C:7]=1[CH3:8])(=[O:14])[CH3:13], predict the reactants needed to synthesize it. The reactants are: [CH3:1][N:2]1[C:7]([CH3:8])=[CH:6][C:5](=[O:9])[N:4]([CH3:10])[C:3]1=[O:11].[C:12](Cl)(=[O:14])[CH3:13]. (6) Given the product [CH3:31][C:32]1[CH:37]=[CH:36][CH:35]=[C:34]([CH3:38])[C:33]=1[C:39]#[C:40][C:41]1[CH:42]=[C:43]([CH2:47][CH2:48][CH2:49][N:24]2[C:20](=[O:30])[C:21]3[C:22](=[CH:26][CH:27]=[CH:28][CH:29]=3)[C:23]2=[O:25])[CH:44]=[CH:45][CH:46]=1, predict the reactants needed to synthesize it. The reactants are: C1(P(C2C=CC=CC=2)C2C=CC=CC=2)C=CC=CC=1.[C:20]1(=[O:30])[NH:24][C:23](=[O:25])[C:22]2=[CH:26][CH:27]=[CH:28][CH:29]=[C:21]12.[CH3:31][C:32]1[CH:37]=[CH:36][CH:35]=[C:34]([CH3:38])[C:33]=1[C:39]#[C:40][C:41]1[CH:42]=[C:43]([CH:47](O)[CH2:48][CH3:49])[CH:44]=[CH:45][CH:46]=1.N(C(OCC)=O)=NC(OCC)=O.